Dataset: Experimentally validated miRNA-target interactions with 360,000+ pairs, plus equal number of negative samples. Task: Binary Classification. Given a miRNA mature sequence and a target amino acid sequence, predict their likelihood of interaction. (1) The miRNA is hsa-miR-150-5p with sequence UCUCCCAACCCUUGUACCAGUG. The protein sequence of the target gene is MVLSELAARLNCAEYKNWVKAGHCLLLLRSCLQGFVGREVLSFHRGLLAAAPGLGPRAVCRGGSRCSPRARQFQPQCQVCAEWKREILRHHVNRNGDVHWGNCRPGRWPVDAWEVAKAFMPRGLADKQGPEECDAVALLSLINSCDHFVVDRKKVTEVIKCRNEIMHSSEMKVSSTWLRDFQMKIQNFLNEFKNIPEIVAVYSRIEQLLTSDWAVHIPEEDQRDGCECEMGTYLSESQVNEIEMQLLKEKLQEIYLQAEEQEVLPEELSNRLEVVKEFLRNNEDLRNGLTEDMQKLDSLC.... Result: 1 (interaction). (2) The miRNA is mmu-miR-466a-5p with sequence UAUGUGUGUGUACAUGUACAUA. The protein sequence of the target gene is MIEDSGKRGNTMAERRQLFAEMRAQDLDRIRLSTYRTACKLRFVQKKCNLHLVDIWNVIEALRENALNNLDPNTELNVSRLEAVLSTIFYQLNKRMPTTHQIHVEQSISLLLNFLLAAFDPEGHGKISVFAVKMALATLCGGKIMDKLRYIFSMISDSSGVMVYGRYDQFLREVLKLPTAVFEGPSFGYTEQSARSCFSQQKKVTLNGFLDTLMSDPPPQCLVWLPLLHRLANVENVFHPVECSYCHSESMMGFRYRCQQCHNYQLCQDCFWRGHAGGSHSNQHQMKEYTSWKSPAKKLT.... Result: 0 (no interaction). (3) The miRNA is hsa-miR-4745-5p with sequence UGAGUGGGGCUCCCGGGACGGCG. The protein sequence of the target gene is MSDQEAKPSTEDLGDKKEGEYIKLKVIGQDSSEIHFKVKMTTHLKKLKESYCQRQGVPMNSLRFLFEGQRIADNHTPKELGMEEEDVIEVYQEQTGGHSTV. Result: 1 (interaction). (4) The miRNA is hsa-miR-4442 with sequence GCCGGACAAGAGGGAGG. The protein sequence of the target gene is MSVFSQLAESSKQNPFSLPVRSGNCASAVSAPGQVEFGSGKYYAYCALGGVLSCGITHTAIVPLDLVKCRIQVNPEKYTGIATGFRTTIAEEGARALVKGWAPTLLGYSAQGLGKFGFYEIFKNVYADMLGEENAYLYRTSLYLAASASAEFFADILLAPMEATKVRIQTSPGAPPTLRGCAPMIYKAEGLTGFYKGLPPLWMRQIPYTMMKFACFEKTVEALYQYVVPKPRAECSKAEQLVVTFVAGYIAGVFCAIVSHPADTVVSKLNQDSQATAGGILKKLGFAGVWKGLVPRIIMI.... Result: 0 (no interaction). (5) The miRNA is rno-miR-215 with sequence AUGACCUAUGAUUUGACAGACA. The protein sequence of the target gene is MAQLQARFYSENKKYAVDDVPFSIPAAAEVADLSNIINKLLETKNELHKHVEFDFLIKGQFLRVPLVKHMELENISSEEVVELEYVEKYTAPQPEQCMFHDDWISSIEGAEEWILSGSYDKTSRIWSLEGKSIMTIVGHTDVVKDVAWVKKDSLSCLLLTASMDQTVLLWEWNVEKNKVKALHCCRGHAGSVDAIAVDSSGAKFCSGSWDKMLKIWSTVPTDEEDEMEEATNRPRKKQKTEQLGLTRTPLVTLSGHTEAISSVLWSDAEEICSASWDHTIRVWDVESGGLKSTLTGNKVF.... Result: 0 (no interaction). (6) The miRNA is hsa-miR-3677-3p with sequence CUCGUGGGCUCUGGCCACGGCC. The protein sequence of the target gene is MNPMNPMKPALPPAPHGDGSFAYESVPWQQSATQPAGSLSVVTTVWGVGNATQSQVLGNPMGPAGSPPGGSMMPGVAGGSSALTSPQCLGQQAFAEGGASKSYVQQGVYGRGSYPGGSSFTTGYAGGPAGLGLPTHAARPSTDFTQAAAAAAMAAAAATATATATATVAALQEKQSQELSQYGAMGTGQSFNSQFLQHGGPRGPSVPPGMNPSGMGGMMGPSGLSSMAMTPTRAAGMTPLYAGQRLPQHGYPGPPQGQPLPRQGIKRAYSEVYPGQQYLQGGQYAANTAQYAPGPGQPPG.... Result: 0 (no interaction). (7) The protein sequence of the target gene is MASRINTNFTLIPNQKLRRSNRQTSCYSKTLGSGFQPISTFGNFKALPLEIFQIILKYLSVKDISMLSMVSKTVSQHIINYISTSSGSKRLLLQDFHNLELPDRRQDSAILEHYRSLGLLFKRCTLLLPTKERLKYIHKILTEVSCFKFNGCAAPMQCLGLTCYGMFLQTLTAGWDELECHRVYNFLCELTNLCRKIQMAVCSKPGSAQKLELRIRLFCRNVLLDHWTHRSDSAFWLTRILKPWPMVNQARLLYIIFGPISPQDGQVVWQEMIEEPTDEFSLKGLADAIKLLYDASTKEW.... The miRNA is hsa-miR-1228-3p with sequence UCACACCUGCCUCGCCCCCC. Result: 1 (interaction).